This data is from Catalyst prediction with 721,799 reactions and 888 catalyst types from USPTO. The task is: Predict which catalyst facilitates the given reaction. (1) Reactant: [CH3:1][N:2]([CH3:15])[CH2:3][CH2:4][O:5][C:6]1[CH:11]=[CH:10][CH:9]=[C:8]([N+:12]([O-])=O)[CH:7]=1. Product: [CH3:1][N:2]([CH3:15])[CH2:3][CH2:4][O:5][C:6]1[CH:7]=[C:8]([NH2:12])[CH:9]=[CH:10][CH:11]=1. The catalyst class is: 19. (2) Reactant: [Cl:1][C:2]1[CH:3]=[C:4]([C:12]2[O:16][N:15]=[C:14]([C:17]3[CH:18]=[CH:19][CH:20]=[C:21]4[C:25]=3[N:24]([CH3:26])[CH:23]=[C:22]4[CH2:27][NH:28][C@@H:29]([C:31]([O-:33])=[O:32])[CH3:30])[N:13]=2)[CH:5]=[CH:6][C:7]=1[O:8][CH:9]([CH3:11])[CH3:10].[OH-].[Na+].Cl. Product: [Cl:1][C:2]1[CH:3]=[C:4]([C:12]2[O:16][N:15]=[C:14]([C:17]3[CH:18]=[CH:19][CH:20]=[C:21]4[C:25]=3[N:24]([CH3:26])[CH:23]=[C:22]4[CH2:27][NH:28][C@@H:29]([C:31]([OH:33])=[O:32])[CH3:30])[N:13]=2)[CH:5]=[CH:6][C:7]=1[O:8][CH:9]([CH3:10])[CH3:11]. The catalyst class is: 1. (3) Reactant: [ClH:1].[CH2:2]1[C:11]2[C:6](=[CH:7][CH:8]=[CH:9][CH:10]=2)[CH2:5][CH2:4][N:3]1[S:12]([CH2:15][CH:16]([N:23]([OH:26])[CH:24]=[O:25])[C:17]1[CH:18]=[N:19][CH:20]=[CH:21][CH:22]=1)(=[O:14])=[O:13]. Product: [ClH:1].[CH2:2]1[C:11]2[C:6](=[CH:7][CH:8]=[CH:9][CH:10]=2)[CH2:5][CH2:4][N:3]1[S:12]([CH2:15][CH:16]([N:23]([OH:26])[CH:24]=[O:25])[C:17]1[CH:18]=[N:19][CH:20]=[CH:21][CH:22]=1)(=[O:13])=[O:14]. The catalyst class is: 12. (4) Reactant: [CH2:1]([O:5][C:6]([C:8]1[NH:9][C:10](=O)[C:11]2[C:16]([C:17]=1[OH:18])=[CH:15][C:14]([O:19][C:20]1[CH:25]=[CH:24][C:23]([O:26][CH2:27][CH2:28][CH3:29])=[CH:22][CH:21]=1)=[CH:13][CH:12]=2)=[O:7])[CH2:2][CH2:3][CH3:4].P(Br)(Br)([Br:33])=O.C1(C)C=CC=CC=1. Product: [CH2:1]([O:5][C:6]([C:8]1[N:9]=[C:10]([Br:33])[C:11]2[C:16]([C:17]=1[OH:18])=[CH:15][C:14]([O:19][C:20]1[CH:25]=[CH:24][C:23]([O:26][CH2:27][CH2:28][CH3:29])=[CH:22][CH:21]=1)=[CH:13][CH:12]=2)=[O:7])[CH2:2][CH2:3][CH3:4]. The catalyst class is: 25. (5) Reactant: [NH2:1][C:2]1[CH:11]=[CH:10][CH:9]=[C:8]2[C:3]=1[CH:4]=[CH:5][C:6]([C:12]([F:15])([F:14])[F:13])=[N:7]2.[F:16][C:17]1[CH:18]=[CH:19][C:20]([O:35][CH3:36])=[C:21]([C:23]([CH3:34])([CH3:33])[CH2:24][C:25]([OH:32])([C:28]([F:31])([F:30])[F:29])[CH:26]=O)[CH:22]=1.C(O)(=O)C.CCCCCC.C(OCC)(=O)C. Product: [F:16][C:17]1[CH:18]=[CH:19][C:20]([O:35][CH3:36])=[C:21]([C:23]([CH3:33])([CH3:34])[CH2:24][C:25]([C:28]([F:30])([F:31])[F:29])([OH:32])[CH:26]=[N:1][C:2]2[CH:11]=[CH:10][CH:9]=[C:8]3[C:3]=2[CH:4]=[CH:5][C:6]([C:12]([F:15])([F:13])[F:14])=[N:7]3)[CH:22]=1. The catalyst class is: 11. (6) Reactant: [NH2:1][C:2]1[CH:7]=[CH:6][C:5]([C:8]2[C:9]([NH2:17])=[N:10][C:11]([NH2:16])=[N:12][C:13]=2[CH2:14][CH3:15])=[CH:4][CH:3]=1.C(N(C(C)C)CC)(C)C.ClC(Cl)(O[C:31](=[O:37])OC(Cl)(Cl)Cl)Cl.[CH2:39]([NH2:47])[CH2:40][C:41]1[CH:46]=[CH:45][CH:44]=[CH:43][CH:42]=1. Product: [NH2:16][C:11]1[N:10]=[C:9]([NH2:17])[C:8]([C:5]2[CH:4]=[CH:3][C:2]([NH:1][C:31]([NH:47][CH2:39][CH2:40][C:41]3[CH:46]=[CH:45][CH:44]=[CH:43][CH:42]=3)=[O:37])=[CH:7][CH:6]=2)=[C:13]([CH2:14][CH3:15])[N:12]=1. The catalyst class is: 774.